Predict which catalyst facilitates the given reaction. From a dataset of Catalyst prediction with 721,799 reactions and 888 catalyst types from USPTO. (1) Reactant: [OH:1][C:2]1[CH:14]=[CH:13][C:12]2[C:11]3[C:6](=[CH:7][CH:8]=[CH:9][CH:10]=3)[C:5](=[O:15])[C:4]=2[CH:3]=1.C(=O)([O-])[O-].[K+].[K+].[CH2:22](Br)[CH2:23][CH2:24][CH2:25][CH2:26][CH2:27][CH2:28][CH2:29][CH2:30][CH2:31][CH2:32][CH2:33][CH2:34][CH2:35][CH2:36][CH2:37][CH2:38][CH2:39][CH2:40][CH2:41][CH2:42][CH3:43].Cl. Product: [CH2:43]([O:1][C:2]1[CH:14]=[CH:13][C:12]2[C:11]3[C:6](=[CH:7][CH:8]=[CH:9][CH:10]=3)[C:5](=[O:15])[C:4]=2[CH:3]=1)[CH2:42][CH2:41][CH2:40][CH2:39][CH2:38][CH2:37][CH2:36][CH2:35][CH2:34][CH2:33][CH2:32][CH2:31][CH2:30][CH2:29][CH2:28][CH2:27][CH2:26][CH2:25][CH2:24][CH2:23][CH3:22]. The catalyst class is: 3. (2) Reactant: [Cl:1][C:2]1[CH:19]=[CH:18][C:17]([C:20]2[CH:24]=[C:23]([CH3:25])[NH:22][N:21]=2)=[CH:16][C:3]=1[C:4]([NH:6][CH2:7][C:8]1([OH:15])[CH2:14][CH2:13][CH2:12][CH2:11][CH2:10][CH2:9]1)=[O:5].C(=O)([O-])[O-].[Cs+].[Cs+].Br[CH:33]([OH:35])[CH3:34]. Product: [Cl:1][C:2]1[CH:19]=[CH:18][C:17]([C:20]2[CH:24]=[C:23]([CH3:25])[N:22]([CH2:34][CH2:33][OH:35])[N:21]=2)=[CH:16][C:3]=1[C:4]([NH:6][CH2:7][C:8]1([OH:15])[CH2:14][CH2:13][CH2:12][CH2:11][CH2:10][CH2:9]1)=[O:5]. The catalyst class is: 16. (3) Reactant: [F:1][C:2]([F:26])([F:25])[CH:3]([C:16]1[CH:21]=[C:20]([Cl:22])[C:19]([Cl:23])=[C:18]([Cl:24])[CH:17]=1)/[CH:4]=[CH:5]/[C:6]1[CH:7]=[C:8]2[C:12](=[CH:13][CH:14]=1)[CH:11]([NH2:15])[CH2:10][CH2:9]2.[CH3:27][N:28]=[C:29]=[S:30]. Product: [CH3:27][NH:28][C:29]([NH:15][CH:11]1[C:12]2[C:8](=[CH:7][C:6](/[CH:5]=[CH:4]/[CH:3]([C:16]3[CH:17]=[C:18]([Cl:24])[C:19]([Cl:23])=[C:20]([Cl:22])[CH:21]=3)[C:2]([F:1])([F:25])[F:26])=[CH:14][CH:13]=2)[CH2:9][CH2:10]1)=[S:30]. The catalyst class is: 28. (4) Reactant: OC(C(F)(F)F)=O.[F:8][C:9]1[CH:10]=[C:11]([CH:14]=[CH:15][C:16]=1[O:17][CH:18]1[CH2:23][CH2:22][N:21]([C:24]2[N:25]=[C:26]3[CH2:37][CH2:36][NH:35][CH2:34][C:27]3=[N:28][C:29]=2[NH:30][CH:31]([CH3:33])[CH3:32])[CH2:20][CH2:19]1)[C:12]#[N:13].C(N(CC)CC)C.[CH3:45][N:46]([CH3:50])[C:47](Cl)=[O:48]. Product: [C:12]([C:11]1[CH:14]=[CH:15][C:16]([O:17][CH:18]2[CH2:19][CH2:20][N:21]([C:24]3[N:25]=[C:26]4[CH2:37][CH2:36][N:35]([C:47]([N:46]([CH3:50])[CH3:45])=[O:48])[CH2:34][C:27]4=[N:28][C:29]=3[NH:30][CH:31]([CH3:33])[CH3:32])[CH2:22][CH2:23]2)=[C:9]([F:8])[CH:10]=1)#[N:13]. The catalyst class is: 2.